This data is from Full USPTO retrosynthesis dataset with 1.9M reactions from patents (1976-2016). The task is: Predict the reactants needed to synthesize the given product. (1) Given the product [OH:1][CH2:2][CH2:3][CH2:4][N:5]([CH2:6][C:7]([O:9][C:10]([CH3:13])([CH3:12])[CH3:11])=[O:8])[C:23](=[O:24])[C:22]([F:33])([F:32])[F:21], predict the reactants needed to synthesize it. The reactants are: [OH:1][CH2:2][CH2:3][CH2:4][NH:5][CH2:6][C:7]([O:9][C:10]([CH3:13])([CH3:12])[CH3:11])=[O:8].C(N(CC)CC)C.[F:21][C:22]([F:33])([F:32])[C:23](O[C:23](=[O:24])[C:22]([F:33])([F:32])[F:21])=[O:24]. (2) The reactants are: [CH2:1]([C:3]1[CH:8]=[CH:7][C:6]([CH2:9][C:10]2[C:11]([O:16][C@@H:17]3[O:25][C@H:24]([CH2:26][OH:27])[C@@H:22]([OH:23])[C@H:20]([OH:21])[C@H:18]3[OH:19])=[N:12][NH:13][C:14]=2[CH3:15])=[CH:5][CH:4]=1)[CH3:2].I[CH2:29][CH3:30]. Given the product [CH2:29]([N:13]1[C:14]([CH3:15])=[C:10]([CH2:9][C:6]2[CH:7]=[CH:8][C:3]([CH2:1][CH3:2])=[CH:4][CH:5]=2)[C:11]([O:16][C@@H:17]2[O:25][C@H:24]([CH2:26][OH:27])[C@@H:22]([OH:23])[C@H:20]([OH:21])[C@H:18]2[OH:19])=[N:12]1)[CH3:30], predict the reactants needed to synthesize it. (3) Given the product [OH:9][C@H:2]1[CH2:3][N:4]([CH3:10])[C@H:5]([C:6]([OH:8])=[O:7])[CH2:1]1, predict the reactants needed to synthesize it. The reactants are: [CH2:1]1[C@@H:5]([C:6]([OH:8])=[O:7])[NH:4][CH2:3][C@@H:2]1[OH:9].[CH:10](N)=O.[H][H]. (4) Given the product [C:41]([O:40][C:38]([NH:36][NH:37][C:12](=[O:14])[CH2:11][N:9]1[CH:10]=[C:6]([C:4]([O:3][CH2:1][CH3:2])=[O:5])[CH:7]=[N:8]1)=[O:39])([CH3:44])([CH3:43])[CH3:42], predict the reactants needed to synthesize it. The reactants are: [CH2:1]([O:3][C:4]([C:6]1[CH:7]=[N:8][N:9]([CH2:11][C:12]([OH:14])=O)[CH:10]=1)=[O:5])[CH3:2].CN(C)CCCN=C=NCC.ON1C2C=CC=CC=2N=N1.[NH:36]([C:38]([O:40][C:41]([CH3:44])([CH3:43])[CH3:42])=[O:39])[NH2:37]. (5) Given the product [CH2:17]([N:19]1[C:23]([NH:24][C:2]2[C:11]3[C:6](=[C:7]([CH3:13])[CH:8]=[C:9]([I:12])[CH:10]=3)[N:5]=[N:4][C:3]=2[C:14]([NH2:16])=[O:15])=[CH:22][CH:21]=[N:20]1)[CH3:18], predict the reactants needed to synthesize it. The reactants are: Cl[C:2]1[C:11]2[C:6](=[C:7]([CH3:13])[CH:8]=[C:9]([I:12])[CH:10]=2)[N:5]=[N:4][C:3]=1[C:14]([NH2:16])=[O:15].[CH2:17]([N:19]1[C:23]([NH2:24])=[CH:22][CH:21]=[N:20]1)[CH3:18].Cl.N1C=CC=CC=1. (6) Given the product [F:1][C:2]1[CH:7]=[C:6]([I:8])[CH:5]=[CH:4][C:3]=1[NH:9][C:10]1[N:15]([CH3:16])[C:14](=[O:17])[C:13]2[CH:18]=[CH:19][S:20][C:12]=2[C:11]=1[C:21]([NH:31][O:30][CH2:29][CH2:28][O:27][CH:25]=[CH2:26])=[O:22], predict the reactants needed to synthesize it. The reactants are: [F:1][C:2]1[CH:7]=[C:6]([I:8])[CH:5]=[CH:4][C:3]=1[NH:9][C:10]1[N:15]([CH3:16])[C:14](=[O:17])[C:13]2[CH:18]=[CH:19][S:20][C:12]=2[C:11]=1[C:21](OC)=[O:22].[CH:25]([O:27][CH2:28][CH2:29][O:30][NH2:31])=[CH2:26].[Li+].C[Si]([N-][Si](C)(C)C)(C)C.Cl. (7) Given the product [Cl:1][C:2]1[CH:7]=[CH:6][C:5]([CH:8]2[CH2:13][CH2:12][N:11]([C:14]3[S:15][C:16]([C:19]4[N:20]=[N:21][N:22]([CH2:24][C:25]([OH:27])=[O:26])[N:23]=4)=[CH:17][N:18]=3)[CH2:10][CH2:9]2)=[CH:4][CH:3]=1, predict the reactants needed to synthesize it. The reactants are: [Cl:1][C:2]1[CH:7]=[CH:6][C:5]([CH:8]2[CH2:13][CH2:12][N:11]([C:14]3[S:15][C:16]([C:19]4[N:20]=[N:21][N:22]([CH2:24][C:25]([O:27]CC)=[O:26])[N:23]=4)=[CH:17][N:18]=3)[CH2:10][CH2:9]2)=[CH:4][CH:3]=1.[Li+].[OH-].C(O)(=O)C. (8) Given the product [Cl:3][C:12]1[C:11]([C:18]#[N:19])=[C:10]([C:20]2[CH:25]=[CH:24][CH:23]=[CH:22][CH:21]=2)[C:9]2[C:14](=[CH:15][CH:16]=[C:7]([Cl:6])[CH:8]=2)[N:13]=1, predict the reactants needed to synthesize it. The reactants are: O=P(Cl)(Cl)[Cl:3].[Cl:6][C:7]1[CH:8]=[C:9]2[C:14](=[CH:15][CH:16]=1)[NH:13][C:12](=O)[C:11]([C:18]#[N:19])=[C:10]2[C:20]1[CH:25]=[CH:24][CH:23]=[CH:22][CH:21]=1. (9) Given the product [F:1][C:2]1[CH:7]=[CH:6][C:5]([C:8]#[C:9][C@:10]2([OH:17])[CH2:14][CH2:13][N:12]([CH3:15])[C:11]2=[O:16])=[CH:4][C:3]=1[N:18]1[C:22]2[CH2:23][CH2:24][CH2:25][C:21]=2[C:20]([C:26]([NH2:31])=[O:28])=[N:19]1, predict the reactants needed to synthesize it. The reactants are: [F:1][C:2]1[CH:7]=[CH:6][C:5]([C:8]#[C:9][C@:10]2([OH:17])[CH2:14][CH2:13][N:12]([CH3:15])[C:11]2=[O:16])=[CH:4][C:3]=1[N:18]1[C:22]2[CH2:23][CH2:24][CH2:25][C:21]=2[C:20]([C:26]([O:28]CC)=O)=[N:19]1.[NH3:31].